This data is from Retrosynthesis with 50K atom-mapped reactions and 10 reaction types from USPTO. The task is: Predict the reactants needed to synthesize the given product. (1) Given the product CCOC(=O)c1cncc(-c2ccc3ncc4c(c3c2)n(C[C@H](C)OC)c(=O)n4C)c1, predict the reactants needed to synthesize it. The reactants are: CCOC(=O)c1cncc(B2OC(C)(C)C(C)(C)O2)c1.CO[C@@H](C)Cn1c(=O)n(C)c2cnc3ccc(Br)cc3c21. (2) Given the product O=c1c2c(nc3c(OCc4ccccc4)cccn13)CCC2, predict the reactants needed to synthesize it. The reactants are: BrCc1ccccc1.O=c1c2c(nc3c(O)cccn13)CCC2.